From a dataset of NCI-60 drug combinations with 297,098 pairs across 59 cell lines. Regression. Given two drug SMILES strings and cell line genomic features, predict the synergy score measuring deviation from expected non-interaction effect. Drug 1: C1CCC(C1)C(CC#N)N2C=C(C=N2)C3=C4C=CNC4=NC=N3. Drug 2: C1C(C(OC1N2C=C(C(=O)NC2=O)F)CO)O. Cell line: SK-MEL-28. Synergy scores: CSS=-1.81, Synergy_ZIP=-5.51, Synergy_Bliss=-8.56, Synergy_Loewe=-18.9, Synergy_HSA=-12.3.